This data is from Full USPTO retrosynthesis dataset with 1.9M reactions from patents (1976-2016). The task is: Predict the reactants needed to synthesize the given product. (1) Given the product [CH2:1]([O:8][C:9]1[CH:14]=[CH:13][C:12]([CH:31]2[C:32](=[O:36])[CH2:33][CH2:34][CH2:35][C:30]2=[O:37])=[CH:11][CH:10]=1)[C:2]1[CH:7]=[CH:6][CH:5]=[CH:4][CH:3]=1, predict the reactants needed to synthesize it. The reactants are: [CH2:1]([O:8][C:9]1[CH:14]=[CH:13][C:12](Br)=[CH:11][CH:10]=1)[C:2]1[CH:7]=[CH:6][CH:5]=[CH:4][CH:3]=1.C(O)(CC)(C)C.[O-]P([O-])([O-])=O.[K+].[K+].[K+].[C:30]1(=[O:37])[CH2:35][CH2:34][CH2:33][C:32](=[O:36])[CH2:31]1.C(P(C(C)(C)C)C1C=CC=CC=1C1C=CC=CC=1C)(C)(C)C. (2) Given the product [CH3:1][O:2][C:3]1[CH:4]=[C:5]([CH2:11][CH2:12][NH:13][C:14](=[O:26])[C:15]([C:16]2[CH:25]=[CH:24][C:23]3[CH2:22][CH2:21][CH2:20][CH2:19][C:18]=3[CH:17]=2)=[CH:32][N:33]([CH3:35])[CH3:34])[CH:6]=[CH:7][C:8]=1[O:9][CH3:10], predict the reactants needed to synthesize it. The reactants are: [CH3:1][O:2][C:3]1[CH:4]=[C:5]([CH2:11][CH2:12][NH:13][C:14](=[O:26])[CH2:15][C:16]2[CH:25]=[CH:24][C:23]3[CH2:22][CH2:21][CH2:20][CH2:19][C:18]=3[CH:17]=2)[CH:6]=[CH:7][C:8]=1[O:9][CH3:10].C(O[CH:32](N(C)C)[N:33]([CH3:35])[CH3:34])(C)(C)C.CN(C)C=O. (3) Given the product [O:10]=[C:3]([NH:4][C:5]1[NH:9][N:8]=[CH:7][CH:6]=1)[C:2]([C@@H:11]([NH:16][C:17](=[O:43])[O:18][C@@H:19]([C:24]1[O:25][C:26]([C:29]2[CH:34]=[C:33]([C:35]([F:36])([F:37])[F:38])[CH:32]=[C:31]([C:39]([F:41])([F:42])[F:40])[CH:30]=2)=[N:27][N:28]=1)[C:20]([CH3:22])([CH3:23])[CH3:21])[CH2:12][CH2:13][CH2:14][CH3:15])=[O:1], predict the reactants needed to synthesize it. The reactants are: [OH:1][C@H:2]([C@@H:11]([NH:16][C:17](=[O:43])[O:18][C@@H:19]([C:24]1[O:25][C:26]([C:29]2[CH:34]=[C:33]([C:35]([F:38])([F:37])[F:36])[CH:32]=[C:31]([C:39]([F:42])([F:41])[F:40])[CH:30]=2)=[N:27][N:28]=1)[C:20]([CH3:23])([CH3:22])[CH3:21])[CH2:12][CH2:13][CH2:14][CH3:15])[C:3](=[O:10])[NH:4][C:5]1[NH:9][N:8]=[CH:7][CH:6]=1.CC(OI1(OC(C)=O)(OC(C)=O)OC(=O)C2C=CC=CC1=2)=O.S(S([O-])=O)([O-])(=O)=O.[Na+].[Na+].C(=O)(O)[O-].[Na+]. (4) Given the product [C:1]([O:5][C:6](=[O:23])[C:7]1[CH:12]=[CH:11][C:10]([N:13]2[CH2:18][CH2:17][N:16]([CH3:19])[CH2:15][CH2:14]2)=[CH:9][C:8]=1[NH2:20])([CH3:4])([CH3:2])[CH3:3], predict the reactants needed to synthesize it. The reactants are: [C:1]([O:5][C:6](=[O:23])[C:7]1[CH:12]=[CH:11][C:10]([N:13]2[CH2:18][CH2:17][N:16]([CH3:19])[CH2:15][CH2:14]2)=[CH:9][C:8]=1[N+:20]([O-])=O)([CH3:4])([CH3:3])[CH3:2]. (5) Given the product [C:51]([O:50][C@@H:45]([C:36]1[C:35]([CH3:55])=[CH:34][C:32]2[N:33]=[C:29]([C:12]3[S:11][C:10]([N:7]4[CH2:6][CH2:5][N:4]([CH:1]([CH3:2])[CH3:3])[CH2:9][CH2:8]4)=[N:14][CH:13]=3)[S:30][C:31]=2[C:37]=1[C:38]1[CH:39]=[CH:40][C:41]([Cl:44])=[CH:42][CH:43]=1)[C:46]([O:48][CH3:49])=[O:47])([CH3:54])([CH3:52])[CH3:53], predict the reactants needed to synthesize it. The reactants are: [CH:1]([N:4]1[CH2:9][CH2:8][N:7]([C:10]2[S:11][C:12]([Sn](CCCC)(CCCC)CCCC)=[CH:13][N:14]=2)[CH2:6][CH2:5]1)([CH3:3])[CH3:2].Br[C:29]1[S:30][C:31]2[C:37]([C:38]3[CH:43]=[CH:42][C:41]([Cl:44])=[CH:40][CH:39]=3)=[C:36]([C@H:45]([O:50][C:51]([CH3:54])([CH3:53])[CH3:52])[C:46]([O:48][CH3:49])=[O:47])[C:35]([CH3:55])=[CH:34][C:32]=2[N:33]=1.O1CCOCC1. (6) The reactants are: [N:1]1[CH:6]=[CH:5][CH:4]=[CH:3][C:2]=1[CH2:7]O.[H-].[Na+].[CH3:11][O:12][C:13]([C@@H:15]1[CH2:20][CH2:19][CH2:18][CH2:17][N:16]1[C:21](Cl)=[O:22])=[O:14].C1C[O:27]CC1. Given the product [CH3:11][O:12][C:13]([C@@H:15]1[CH2:20][CH2:19][CH2:18][CH2:17][N:16]1[C:21]([O:22][CH2:7][C:2]1[CH:3]=[CH:4][CH:5]=[CH:6][N:1]=1)=[O:27])=[O:14], predict the reactants needed to synthesize it. (7) Given the product [F:16][C:17]1[CH:22]=[CH:21][C:20]([CH:1]([OH:2])[CH:3]2[CH2:8][CH2:7][N:6]([C:9]([O:11][C:12]([CH3:15])([CH3:14])[CH3:13])=[O:10])[CH2:5][CH2:4]2)=[CH:19][CH:18]=1, predict the reactants needed to synthesize it. The reactants are: [CH:1]([CH:3]1[CH2:8][CH2:7][N:6]([C:9]([O:11][C:12]([CH3:15])([CH3:14])[CH3:13])=[O:10])[CH2:5][CH2:4]1)=[O:2].[F:16][C:17]1[CH:22]=[CH:21][C:20]([Mg]Br)=[CH:19][CH:18]=1.